The task is: Predict the reactants needed to synthesize the given product.. This data is from Full USPTO retrosynthesis dataset with 1.9M reactions from patents (1976-2016). (1) Given the product [Cl:45][C:46]1[CH:51]=[C:50]([O:52][CH2:53][CH:54]=[C:55]([Cl:57])[Cl:56])[CH:49]=[C:48]([Cl:58])[C:47]=1[O:59][CH2:2][CH2:3][CH2:4][OH:5], predict the reactants needed to synthesize it. The reactants are: Br[CH2:2][CH2:3][CH2:4][OH:5].S([O-])([O-])(=O)=O.C([N+](CCCC)(CCCC)CCCC)CCC.C([N+](CCCC)(CCCC)CCCC)CCC.[Cl:45][C:46]1[CH:51]=[C:50]([O:52][CH2:53][CH:54]=[C:55]([Cl:57])[Cl:56])[CH:49]=[C:48]([Cl:58])[C:47]=1[OH:59].[OH-].[Na+].S(=O)(=O)(O)O. (2) Given the product [CH3:1][N:2]1[C:10]2[C:5](=[CH:6][C:7]([C:11]([OH:13])=[O:12])=[CH:8][CH:9]=2)[CH:4]=[N:3]1, predict the reactants needed to synthesize it. The reactants are: [CH3:1][N:2]1[C:10]2[C:5](=[CH:6][C:7]([C:11]([O:13]C)=[O:12])=[CH:8][CH:9]=2)[CH:4]=[N:3]1.[OH-].[Na+]. (3) Given the product [F:21][CH2:20][CH2:19][O:18][CH2:17][CH2:16][O:15][CH2:14][CH2:13][O:12][C:7]1[CH:8]=[C:9]2[C:4](=[CH:5][CH:6]=1)[CH:3]=[C:2]([C:26]1[CH:27]=[CH:28][C:23]([OH:22])=[CH:24][CH:25]=1)[CH:11]=[CH:10]2, predict the reactants needed to synthesize it. The reactants are: Br[C:2]1[CH:11]=[CH:10][C:9]2[C:4](=[CH:5][CH:6]=[C:7]([O:12][CH2:13][CH2:14][O:15][CH2:16][CH2:17][O:18][CH2:19][CH2:20][F:21])[CH:8]=2)[CH:3]=1.[OH:22][C:23]1[CH:28]=[CH:27][C:26](B(O)O)=[CH:25][CH:24]=1. (4) Given the product [CH3:16][N:5]1[C:6]2[C:2](=[N:1][C:19]([CH3:30])=[C:20]([CH:21]([CH2:27][CH2:28][CH3:29])[C:22]([O:24][CH2:25][CH3:26])=[O:23])[C:7]=2[C:9]2[CH:14]=[CH:13][C:12]([CH3:15])=[CH:11][CH:10]=2)[N:3]=[C:4]1[CH3:17], predict the reactants needed to synthesize it. The reactants are: [NH2:1][C:2]1[N:3]=[C:4]([CH3:17])[N:5]([CH3:16])[C:6]=1[C:7]([C:9]1[CH:14]=[CH:13][C:12]([CH3:15])=[CH:11][CH:10]=1)=O.O=[C:19]([CH3:30])[CH2:20][CH:21]([CH2:27][CH2:28][CH3:29])[C:22]([O:24][CH2:25][CH3:26])=[O:23].Cl[Si](C)(C)C.O.